From a dataset of Full USPTO retrosynthesis dataset with 1.9M reactions from patents (1976-2016). Predict the reactants needed to synthesize the given product. (1) Given the product [C:1]([C:3]1[CH:37]=[CH:36][C:6]2[N:7]([CH2:22][C:23]3[C:32]4[C:27](=[CH:28][CH:29]=[CH:30][CH:31]=4)[N:26]=[CH:25][C:24]=3[CH:33]3[CH2:34][CH2:35]3)[C:8](=[O:21])[C@@H:9]([NH:13][C:14](=[O:20])[O:15][C:16]([CH3:19])([CH3:18])[CH3:17])[C@H:10]([CH3:12])[N:11]([C:44]([CH:41]3[CH2:42][CH2:43][O:38][CH2:39][CH2:40]3)=[O:45])[C:5]=2[CH:4]=1)#[N:2], predict the reactants needed to synthesize it. The reactants are: [C:1]([C:3]1[CH:37]=[CH:36][C:6]2[N:7]([CH2:22][C:23]3[C:32]4[C:27](=[CH:28][CH:29]=[CH:30][CH:31]=4)[N:26]=[CH:25][C:24]=3[CH:33]3[CH2:35][CH2:34]3)[C:8](=[O:21])[C@@H:9]([NH:13][C:14](=[O:20])[O:15][C:16]([CH3:19])([CH3:18])[CH3:17])[C@H:10]([CH3:12])[NH:11][C:5]=2[CH:4]=1)#[N:2].[O:38]1[CH2:43][CH2:42][CH:41]([C:44](Cl)=[O:45])[CH2:40][CH2:39]1. (2) Given the product [Br:9][C:10]1[CH:22]=[CH:21][C:20]([O:23][CH:24]([CH3:26])[CH3:25])=[CH:19][C:11]=1[CH2:12][CH:13]1[CH2:14][CH2:15][N:16]([C:37]([CH:28]2[CH2:29][CH2:30][C:31]3[C:36](=[CH:35][CH:34]=[CH:33][CH:32]=3)[NH:27]2)=[O:38])[CH2:17][CH2:18]1, predict the reactants needed to synthesize it. The reactants are: C(N(CC)CC)C.Cl.[Br:9][C:10]1[CH:22]=[CH:21][C:20]([O:23][CH:24]([CH3:26])[CH3:25])=[CH:19][C:11]=1[CH2:12][CH:13]1[CH2:18][CH2:17][NH:16][CH2:15][CH2:14]1.[NH:27]1[C:36]2[C:31](=[CH:32][CH:33]=[CH:34][CH:35]=2)[CH2:30][CH2:29][CH:28]1[C:37](O)=[O:38].ON1C2C=CC=CC=2N=N1.Cl.C(N=C=NCCCN(C)C)C. (3) Given the product [CH2:32]([Cl:35])[Cl:36].[CH3:15][OH:16].[NH4+:2].[OH-:31].[CH3:21][N:2]([CH3:1])[C@H:3]1[CH2:4][CH2:5][C@H:6]([N:9]([CH2:19][CH3:20])[C:10]2[S:14][CH:13]=[C:12]([C:15]([NH:37][CH2:38][C:39]3[C:40](=[O:49])[NH:41][C:42]([CH3:48])=[CH:43][C:44]=3[CH2:45][CH2:46][CH3:47])=[O:17])[C:11]=2[CH3:18])[CH2:7][CH2:8]1, predict the reactants needed to synthesize it. The reactants are: [CH3:1][N:2]([CH3:21])[C@H:3]1[CH2:8][CH2:7][C@H:6]([N:9]([CH2:19][CH3:20])[C:10]2[S:14][CH:13]=[C:12]([C:15]([OH:17])=[O:16])[C:11]=2[CH3:18])[CH2:5][CH2:4]1.C1C=NC2N([OH:31])N=NC=2C=1.[CH2:32]([Cl:35])CCl.[ClH:36].[NH2:37][CH2:38][C:39]1[C:40](=[O:49])[NH:41][C:42]([CH3:48])=[CH:43][C:44]=1[CH2:45][CH2:46][CH3:47].CN1CCOCC1. (4) Given the product [F:48][C:47]([S:44]([O:15][C:11]1[CH2:10][CH2:9][C:8]([C:4]2[CH:5]=[CH:6][CH:7]=[C:2]([F:1])[C:3]=2[CH3:20])([C:16]([O:18][CH3:19])=[O:17])[CH2:14][CH2:13][CH:12]=1)(=[O:46])=[O:45])([F:50])[CH3:21], predict the reactants needed to synthesize it. The reactants are: [F:1][C:2]1[C:3]([CH3:20])=[C:4]([C:8]2([C:16]([O:18][CH3:19])=[O:17])[CH2:14][CH2:13][CH2:12][C:11](=[O:15])[CH2:10][CH2:9]2)[CH:5]=[CH:6][CH:7]=1.[CH2:21]1COCC1.C[Si]([N-][Si](C)(C)C)(C)C.[Na+].ClC1C=CC(N([S:44]([C:47](F)([F:50])[F:48])(=[O:46])=[O:45])[S:44]([C:47]([F:50])(F)[F:48])(=[O:46])=[O:45])=NC=1. (5) Given the product [C:1]1([C:7]2[O:11][C:10]([C@H:12]3[CH2:13][CH2:14][C@H:15]([C:18](=[O:40])[NH:19][CH2:20][CH2:21][NH:22][C:23]([C:25]4[C:26]([C:36]([F:39])([F:37])[F:38])=[N:27][N:28]([C:30]5[CH:31]=[CH:32][CH:33]=[CH:34][CH:35]=5)[CH:29]=4)=[O:24])[CH2:16][CH2:17]3)=[N:9][C:8]=2[C:41]([OH:43])=[O:42])[CH:2]=[CH:3][CH:4]=[CH:5][CH:6]=1, predict the reactants needed to synthesize it. The reactants are: [C:1]1([C:7]2[O:11][C:10]([C@H:12]3[CH2:17][CH2:16][C@H:15]([C:18](=[O:40])[NH:19][CH2:20][CH2:21][NH:22][C:23]([C:25]4[C:26]([C:36]([F:39])([F:38])[F:37])=[N:27][N:28]([C:30]5[CH:35]=[CH:34][CH:33]=[CH:32][CH:31]=5)[CH:29]=4)=[O:24])[CH2:14][CH2:13]3)=[N:9][C:8]=2[C:41]([O:43]C)=[O:42])[CH:6]=[CH:5][CH:4]=[CH:3][CH:2]=1.C([O-])([O-])=O.[K+].[K+]. (6) Given the product [CH2:1]([N:8]1[CH:12]=[CH:11][CH:10]=[C:9]1[C:13]1[N:18]=[C:17]([NH:21][C:22]2[CH:23]=[CH:24][C:25]3[C:26](=[O:35])[C:27]4[C:32]([C:33]=3[CH:34]=2)=[CH:31][CH:30]=[CH:29][CH:28]=4)[N:16]=[C:15]([NH:21][C:22]2[CH:23]=[CH:24][C:25]3[C:36](=[O:39])[C:31]4[C:32]([C:33]=3[CH:34]=2)=[CH:27][CH:28]=[CH:29][CH:30]=4)[N:14]=1)[C:2]1[CH:7]=[CH:6][CH:5]=[CH:4][CH:3]=1, predict the reactants needed to synthesize it. The reactants are: [CH2:1]([N:8]1[CH:12]=[CH:11][CH:10]=[C:9]1[C:13]1[N:18]=[C:17](Cl)[N:16]=[C:15](Cl)[N:14]=1)[C:2]1[CH:7]=[CH:6][CH:5]=[CH:4][CH:3]=1.[NH2:21][C:22]1[CH:23]=[CH:24][C:25]2[C:26](=[O:35])[C:27]3[C:32]([C:33]=2[CH:34]=1)=[CH:31][CH:30]=[CH:29][CH:28]=3.[C:36](=[O:39])([O-])[O-].[K+].[K+].